Task: Regression. Given a peptide amino acid sequence and an MHC pseudo amino acid sequence, predict their binding affinity value. This is MHC class II binding data.. Dataset: Peptide-MHC class II binding affinity with 134,281 pairs from IEDB (1) The peptide sequence is EICEVVLAKSPDTTC. The MHC is HLA-DQA10102-DQB10602 with pseudo-sequence HLA-DQA10102-DQB10602. The binding affinity (normalized) is 0.458. (2) The peptide sequence is RGTHPFSRIRDGLQY. The MHC is DRB1_1101 with pseudo-sequence DRB1_1101. The binding affinity (normalized) is 0.513. (3) The peptide sequence is DKELYPLASLRSLFG. The MHC is DRB1_0101 with pseudo-sequence DRB1_0101. The binding affinity (normalized) is 0.859. (4) The peptide sequence is AQGPKATFEAMYLGT. The MHC is DRB1_0901 with pseudo-sequence DRB1_0901. The binding affinity (normalized) is 0.418.